Dataset: Reaction yield outcomes from USPTO patents with 853,638 reactions. Task: Predict the reaction yield, written as a fraction of the theoretical maximum amount of product (1.0 means a 100% yield; for example, 0.34 means a 34% yield). (1) The reactants are C([O-])([O-])=O.[Cs+].[Cs+].[CH3:7][O:8][C:9]1[N:14]=[C:13]([C:15]2[CH:20]=[CH:19][C:18]([CH:21]([OH:26])[C:22]([F:25])([F:24])[F:23])=[CH:17][CH:16]=2)[CH:12]=[CH:11][CH:10]=1.[NH2:27][C:28]1[N:33]=[C:32]([C:34]2[CH:39]=[CH:38][C:37]([CH2:40][C@H:41]([NH:45][C:46]([O:48][C:49]([CH3:52])([CH3:51])[CH3:50])=[O:47])[C:42]([OH:44])=[O:43])=[CH:36][CH:35]=2)[CH:31]=[C:30](Cl)[N:29]=1.O. The catalyst is O1CCOCC1.C(OCC)(=O)C. The product is [NH2:27][C:28]1[N:33]=[C:32]([C:34]2[CH:39]=[CH:38][C:37]([CH2:40][C@H:41]([NH:45][C:46]([O:48][C:49]([CH3:52])([CH3:51])[CH3:50])=[O:47])[C:42]([OH:44])=[O:43])=[CH:36][CH:35]=2)[CH:31]=[C:30]([O:26][CH:21]([C:18]2[CH:19]=[CH:20][C:15]([C:13]3[CH:12]=[CH:11][CH:10]=[C:9]([O:8][CH3:7])[N:14]=3)=[CH:16][CH:17]=2)[C:22]([F:23])([F:24])[F:25])[N:29]=1. The yield is 0.880. (2) The reactants are [F:1][C:2]1[CH:32]=[CH:31][C:5]([CH2:6][N:7]2[C:11]3[CH:12]=[N:13][C:14]4[C:15](=[O:29])[N:16]([O:20][CH2:21][O:22][CH2:23][CH2:24][Si:25]([CH3:28])([CH3:27])[CH3:26])[CH2:17][CH2:18][C:19]=4[C:10]=3[C:9](I)=[CH:8]2)=[CH:4][CH:3]=1.[CH2:33]([N:36]1[CH2:41][CH2:40][O:39][CH2:38][CH2:37]1)[C:34]#[CH:35].C(N(CC)CC)C. The catalyst is Cl[Pd](Cl)([P](C1C=CC=CC=1)(C1C=CC=CC=1)C1C=CC=CC=1)[P](C1C=CC=CC=1)(C1C=CC=CC=1)C1C=CC=CC=1.[Cu]I.S(C)C.CN(C=O)C. The product is [F:1][C:2]1[CH:32]=[CH:31][C:5]([CH2:6][N:7]2[C:11]3[CH:12]=[N:13][C:14]4[C:15](=[O:29])[N:16]([O:20][CH2:21][O:22][CH2:23][CH2:24][Si:25]([CH3:28])([CH3:27])[CH3:26])[CH2:17][CH2:18][C:19]=4[C:10]=3[C:9]([C:35]#[C:34][CH2:33][N:36]3[CH2:41][CH2:40][O:39][CH2:38][CH2:37]3)=[CH:8]2)=[CH:4][CH:3]=1. The yield is 0.780.